From a dataset of Full USPTO retrosynthesis dataset with 1.9M reactions from patents (1976-2016). Predict the reactants needed to synthesize the given product. (1) Given the product [CH3:10][CH:11]([N:13]1[C:17]([CH3:18])=[C:16]([CH:23]([C:22]2[CH:25]=[CH:26][C:27]([O:29][CH3:30])=[CH:28][C:21]=2[F:20])[O:24][CH2:2][CH3:3])[C:15](=[O:19])[NH:14]1)[CH3:12], predict the reactants needed to synthesize it. The reactants are: N1CC[CH2:3][CH2:2]1.C(O)(=O)C.[CH3:10][CH:11]([N:13]1[C:17]([CH3:18])=[CH:16][C:15](=[O:19])[NH:14]1)[CH3:12].[F:20][C:21]1[CH:28]=[C:27]([O:29][CH3:30])[CH:26]=[CH:25][C:22]=1[CH:23]=[O:24]. (2) Given the product [F:1][C:2]1[CH:3]=[C:4]2[C:9](=[CH:10][CH:11]=1)[C:8]([N:12]1[CH2:17][CH2:16][N:15]([C:28]([O:30][CH2:31][C:32]3[CH:37]=[CH:36][CH:35]=[CH:34][CH:33]=3)=[O:29])[C@H:14]([CH3:18])[CH2:13]1)=[CH:7][CH:6]=[C:5]2[I:19], predict the reactants needed to synthesize it. The reactants are: [F:1][C:2]1[CH:3]=[C:4]2[C:9](=[CH:10][CH:11]=1)[C:8]([N:12]1[CH2:17][CH2:16][NH:15][C@H:14]([CH3:18])[CH2:13]1)=[CH:7][CH:6]=[C:5]2[I:19].C(N(CC)CC)C.Cl[C:28]([O:30][CH2:31][C:32]1[CH:37]=[CH:36][CH:35]=[CH:34][CH:33]=1)=[O:29]. (3) Given the product [F:1][C:2]([F:13])([F:12])[C@H:3]1[CH2:8][CH2:7][C@H:6]([C:9]([NH2:22])=[O:10])[CH2:5][CH2:4]1, predict the reactants needed to synthesize it. The reactants are: [F:1][C:2]([F:13])([F:12])[C@H:3]1[CH2:8][CH2:7][C@H:6]([C:9](O)=[O:10])[CH2:5][CH2:4]1.O=S(Cl)Cl.C(Cl)Cl.C[N:22](C=O)C. (4) Given the product [Cl:1][C:2]1[C:3]([NH:15][C:16]2[CH:21]=[CH:20][C:19]([Cl:22])=[CH:18][CH:17]=2)=[N:4][CH:5]=[C:6]([C:8]2[N:12]([CH2:26][CH2:27][CH3:28])[C:11]([CH3:13])=[C:10]([CH3:14])[N:9]=2)[CH:7]=1, predict the reactants needed to synthesize it. The reactants are: [Cl:1][C:2]1[C:3]([NH:15][C:16]2[CH:21]=[CH:20][C:19]([Cl:22])=[CH:18][CH:17]=2)=[N:4][CH:5]=[C:6]([C:8]2[NH:9][C:10]([CH3:14])=[C:11]([CH3:13])[N:12]=2)[CH:7]=1.[H-].[Na+].I[CH2:26][CH2:27][CH3:28]. (5) Given the product [CH3:25][N:26]1[CH:30]=[CH:29][C:28]([NH:31][C:12](=[O:13])[C:11]2[CH:15]=[C:16]([O:18][CH:19]3[CH2:20][CH2:21][O:22][CH2:23][CH2:24]3)[CH:17]=[C:9]([O:8][CH2:7][C:1]3[CH:2]=[CH:3][CH:4]=[CH:5][CH:6]=3)[CH:10]=2)=[N:27]1, predict the reactants needed to synthesize it. The reactants are: [C:1]1([CH2:7][O:8][C:9]2[CH:10]=[C:11]([CH:15]=[C:16]([O:18][CH:19]3[CH2:24][CH2:23][O:22][CH2:21][CH2:20]3)[CH:17]=2)[C:12](O)=[O:13])[CH:6]=[CH:5][CH:4]=[CH:3][CH:2]=1.[CH3:25][N:26]1[CH:30]=[CH:29][C:28]([NH2:31])=[N:27]1.CN(C(ON1N=NC2C=CC=NC1=2)=[N+](C)C)C.F[P-](F)(F)(F)(F)F.CCN(C(C)C)C(C)C. (6) Given the product [CH3:36][O:37][C:38]([N:22]1[CH2:21][CH2:20][CH:19]([C:18]2[C:12]3[S:11][C:10]([NH:9][C:7](=[O:8])[C:6]4[CH:5]=[CH:4][C:3]([F:2])=[CH:28][CH:27]=4)=[N:14][C:13]=3[C:15]([O:25][CH3:26])=[CH:16][CH:17]=2)[CH2:24][CH2:23]1)=[O:39], predict the reactants needed to synthesize it. The reactants are: Cl.[F:2][C:3]1[CH:28]=[CH:27][C:6]([C:7]([NH:9][C:10]2[S:11][C:12]3[C:18]([CH:19]4[CH2:24][CH2:23][NH:22][CH2:21][CH2:20]4)=[CH:17][CH:16]=[C:15]([O:25][CH3:26])[C:13]=3[N:14]=2)=[O:8])=[CH:5][CH:4]=1.C(N(CC)CC)C.[CH3:36][O:37][C:38](Cl)=[O:39].C(=O)(O)[O-].[Na+].